Dataset: Forward reaction prediction with 1.9M reactions from USPTO patents (1976-2016). Task: Predict the product of the given reaction. (1) Given the reactants [Br:1][C:2]1[CH:7]=[CH:6][C:5]([CH:8]([CH2:11][CH2:12][CH2:13][Cl:14])[C:9]#N)=[CH:4][CH:3]=1.[OH:15]S(O)(=O)=O.[OH2:20], predict the reaction product. The product is: [Br:1][C:2]1[CH:7]=[CH:6][C:5]([CH:8]([CH2:11][CH2:12][CH2:13][Cl:14])[C:9]([OH:15])=[O:20])=[CH:4][CH:3]=1. (2) Given the reactants CC(C)([O-])C.[K+].[CH:7]([O:9][CH3:10])=[O:8].[N:11]1([CH2:20][CH2:21][C:22](OC)=[O:23])[C:19]2[C:14](=[CH:15][CH:16]=[CH:17][CH:18]=2)[CH:13]=[CH:12]1, predict the reaction product. The product is: [OH:23]/[CH:22]=[C:21](/[CH2:20][N:11]1[C:19]2[C:14](=[CH:15][CH:16]=[CH:17][CH:18]=2)[CH:13]=[CH:12]1)\[C:7]([O:9][CH3:10])=[O:8]. (3) Given the reactants [OH-].[Na+].[C:3]([O:7][C:8]([CH:10]1[CH2:15][CH2:14][N:13]([C:16]2[C:26]([C:27]#[N:28])=[CH:25][C:19]([C:20]([O:22]CC)=[O:21])=[C:18]([O:29][CH3:30])[N:17]=2)[CH2:12][CH2:11]1)=[O:9])([CH3:6])([CH3:5])[CH3:4].C(O)(C(F)(F)F)=O.C(Cl)Cl, predict the reaction product. The product is: [C:3]([O:7][C:8]([CH:10]1[CH2:15][CH2:14][N:13]([C:16]2[C:26]([C:27]#[N:28])=[CH:25][C:19]([C:20]([OH:22])=[O:21])=[C:18]([O:29][CH3:30])[N:17]=2)[CH2:12][CH2:11]1)=[O:9])([CH3:6])([CH3:5])[CH3:4]. (4) Given the reactants C(O)(C(F)(F)F)=O.[CH3:8][C:9]1[N:10]([CH2:14][CH2:15][NH:16][C:17](=O)[C:18]([O:20][CH2:21][CH3:22])=[O:19])[CH:11]=[CH:12][CH:13]=1, predict the reaction product. The product is: [CH3:8][C:9]1[N:10]2[CH2:14][CH2:15][N:16]=[C:17]([C:18]([O:20][CH2:21][CH3:22])=[O:19])[C:11]2=[CH:12][CH:13]=1. (5) Given the reactants [NH2:1][C:2]1[N:7]=[C:6](Cl)[CH:5]=[CH:4][N:3]=1.[NH:9]1[CH2:13][CH2:12][CH2:11][CH2:10]1, predict the reaction product. The product is: [N:9]1([C:6]2[CH:5]=[CH:4][N:3]=[C:2]([NH2:1])[N:7]=2)[CH2:13][CH2:12][CH2:11][CH2:10]1. (6) Given the reactants [N:1]1[CH:6]=[CH:5][N:4]=[CH:3][C:2]=1[C:7]([OH:9])=[O:8].[F:10][C:11]1[CH:12]=[C:13]([N:30]2[CH2:34][C@H:33]([CH2:35][N:36]3[CH:40]=[CH:39][N:38]=[N:37]3)[O:32][C:31]2=[O:41])[CH:14]=[CH:15][C:16]=1[C:17]1[CH:18]=[N:19][C:20]([C:23]2[CH2:27][C@@H:26]([CH2:28]O)[O:25][N:24]=2)=[CH:21][CH:22]=1.CN(C=O)C.C(N=C=NC(C)C)(C)C, predict the reaction product. The product is: [F:10][C:11]1[CH:12]=[C:13]([N:30]2[CH2:34][C@H:33]([CH2:35][N:36]3[CH:40]=[CH:39][N:38]=[N:37]3)[O:32][C:31]2=[O:41])[CH:14]=[CH:15][C:16]=1[C:17]1[CH:22]=[CH:21][C:20]([C:23]2[CH2:27][C@@H:26]([CH2:28][O:8][C:7]([C:2]3[CH:3]=[N:4][CH:5]=[CH:6][N:1]=3)=[O:9])[O:25][N:24]=2)=[N:19][CH:18]=1. (7) Given the reactants [C:6](O[C:6]([O:8][CH3:9])=[O:7])([O:8][CH3:9])=[O:7].[C:10]([O:14][C:15](=[O:34])[NH:16][C:17]1[CH:22]=[C:21]([C:23]#[N:24])[CH:20]=[C:19]([N:25]2[CH2:30][CH2:29][C@@H:28]([NH2:31])[C@H:27]([OH:32])[CH2:26]2)[C:18]=1[Cl:33])([CH3:13])([CH3:12])[CH3:11].C(N(CC)CC)C, predict the reaction product. The product is: [Cl:33][C:18]1[C:17]([NH:16][C:15]([O:14][C:10]([CH3:13])([CH3:12])[CH3:11])=[O:34])=[CH:22][C:21]([C:23]#[N:24])=[CH:20][C:19]=1[N:25]1[CH2:30][CH2:29][C@@H:28]([NH:31][C:6](=[O:7])[O:8][CH3:9])[C@H:27]([OH:32])[CH2:26]1. (8) Given the reactants [Br:1][C:2]1[C:3](Cl)=[N:4][CH:5]=[C:6]([N+:11]([O-:13])=[O:12])[C:7]=1[NH:8][CH2:9][CH3:10].[F:15][C:16]1[CH:21]=[CH:20][C:19]([OH:22])=[CH:18][CH:17]=1.C([O-])([O-])=O.[K+].[K+].O, predict the reaction product. The product is: [Br:1][C:2]1[C:3]([O:22][C:19]2[CH:20]=[CH:21][C:16]([F:15])=[CH:17][CH:18]=2)=[N:4][CH:5]=[C:6]([N+:11]([O-:13])=[O:12])[C:7]=1[NH:8][CH2:9][CH3:10].